Predict the product of the given reaction. From a dataset of Forward reaction prediction with 1.9M reactions from USPTO patents (1976-2016). (1) Given the reactants Br[CH:2]([C:13]1[CH:18]=[CH:17][CH:16]=[CH:15][CH:14]=1)[CH2:3][CH2:4][O:5][Si:6]([C:9]([CH3:12])([CH3:11])[CH3:10])([CH3:8])[CH3:7].[I-].[Na+].C(=O)([O-])[O-].[K+].[K+].[Br:27][C:28]1[NH:32][N:31]=[C:30]([N+:33]([O-:35])=[O:34])[N:29]=1, predict the reaction product. The product is: [Br:27][C:28]1[N:32]([CH:2]([C:13]2[CH:18]=[CH:17][CH:16]=[CH:15][CH:14]=2)[CH2:3][CH2:4][O:5][Si:6]([C:9]([CH3:12])([CH3:11])[CH3:10])([CH3:8])[CH3:7])[N:31]=[C:30]([N+:33]([O-:35])=[O:34])[N:29]=1. (2) Given the reactants [CH3:1][C:2]1[N:3]([C:16]2[C:21]([CH3:22])=[CH:20][C:19]([CH3:23])=[CH:18][C:17]=2[CH3:24])[C:4]2[C:9]([N:10]=1)=[C:8]([NH:11][CH2:12][CH2:13]Cl)[CH:7]=[C:6]([CH3:15])[N:5]=2.[CH:25]1([NH2:31])[CH2:30][CH2:29][CH2:28][CH2:27][CH2:26]1, predict the reaction product. The product is: [CH3:1][C:2]1[N:3]([C:16]2[C:21]([CH3:22])=[CH:20][C:19]([CH3:23])=[CH:18][C:17]=2[CH3:24])[C:4]2[C:9]([N:10]=1)=[C:8]([NH:11][CH2:12][CH2:13][NH:31][CH:25]1[CH2:30][CH2:29][CH2:28][CH2:27][CH2:26]1)[CH:7]=[C:6]([CH3:15])[N:5]=2.